From a dataset of Catalyst prediction with 721,799 reactions and 888 catalyst types from USPTO. Predict which catalyst facilitates the given reaction. (1) Reactant: [NH2:1][C:2]1[CH:17]=[CH:16][C:15]([Cl:18])=[CH:14][C:3]=1[C:4]([NH:6][C:7]1[CH:12]=[CH:11][CH:10]=[CH:9][C:8]=1[Cl:13])=[O:5].[Cl:19][CH2:20][C:21](Cl)=O. The catalyst class is: 15. Product: [Cl:18][C:15]1[CH:14]=[C:3]2[C:2](=[CH:17][CH:16]=1)[N:1]=[C:21]([CH2:20][Cl:19])[N:6]([C:7]1[CH:12]=[CH:11][CH:10]=[CH:9][C:8]=1[Cl:13])[C:4]2=[O:5]. (2) Reactant: [N:1]1([CH2:5][C:6]2[N:10]([CH3:11])[N:9]=[C:8]([N+:12]([O-])=O)[CH:7]=2)[CH2:4][CH2:3][CH2:2]1. Product: [N:1]1([CH2:5][C:6]2[N:10]([CH3:11])[N:9]=[C:8]([NH2:12])[CH:7]=2)[CH2:4][CH2:3][CH2:2]1. The catalyst class is: 14. (3) Product: [O:30]=[S:2]1(=[O:1])[C:7]2[CH:8]=[CH:9][CH:10]=[CH:11][C:6]=2[NH:5][C:4]([C:12]2[C:13](=[O:29])[C:14]([CH2:26][CH2:27][CH3:28])([CH2:23][CH2:24][CH3:25])[C:15]3[C:20](=[CH:19][CH:18]=[CH:17][CH:16]=3)[C:21]=2[O-:22])=[N:3]1.[Na+:32]. Reactant: [O:1]=[S:2]1(=[O:30])[C:7]2[CH:8]=[CH:9][CH:10]=[CH:11][C:6]=2[NH:5][C:4]([C:12]2[C:13](=[O:29])[C:14]([CH2:26][CH2:27][CH3:28])([CH2:23][CH2:24][CH3:25])[C:15]3[C:20]([C:21]=2[OH:22])=[CH:19][CH:18]=[CH:17][CH:16]=3)=[N:3]1.[OH-].[Na+:32]. The catalyst class is: 47. (4) Reactant: [C:1]1([C:7]([N:20]2[CH2:25][CH2:24][CH2:23][CH2:22][CH2:21]2)([CH3:19])[C:8]([O:10][C@@H:11]2[CH:16]3[CH2:17][CH2:18][N:13]([CH2:14][CH2:15]3)[CH2:12]2)=[O:9])[CH:6]=[CH:5][CH:4]=[CH:3][CH:2]=1.[Br:26][CH2:27][CH2:28][CH2:29][O:30][C:31]1[CH:36]=[CH:35][CH:34]=[CH:33][CH:32]=1. Product: [Br-:26].[O:30]([CH2:29][CH2:28][CH2:27][N+:13]12[CH2:18][CH2:17][CH:16]([CH2:15][CH2:14]1)[C@@H:11]([O:10][C:8](=[O:9])[C:7]([C:1]1[CH:6]=[CH:5][CH:4]=[CH:3][CH:2]=1)([N:20]1[CH2:25][CH2:24][CH2:23][CH2:22][CH2:21]1)[CH3:19])[CH2:12]2)[C:31]1[CH:36]=[CH:35][CH:34]=[CH:33][CH:32]=1. The catalyst class is: 10. (5) Reactant: [CH3:1][C:2]1[O:3][C:4]([CH3:12])=[CH:5][C:6]=1[CH:7]([OH:11])[CH2:8][NH:9][CH3:10].C(N(CC)C(C)C)(C)C.[Cl:22][C:23]1[CH:45]=[CH:44][C:26]([CH2:27][NH:28][C:29]([C:31]2[C:32](=[O:43])[C:33]3[CH:40]=[C:39]([CH2:41]Cl)[S:38][C:34]=3[N:35]([CH3:37])[CH:36]=2)=[O:30])=[CH:25][CH:24]=1.O. Product: [Cl:22][C:23]1[CH:45]=[CH:44][C:26]([CH2:27][NH:28][C:29]([C:31]2[C:32](=[O:43])[C:33]3[CH:40]=[C:39]([CH2:41][N:9]([CH2:8][CH:7]([C:6]4[CH:5]=[C:4]([CH3:12])[O:3][C:2]=4[CH3:1])[OH:11])[CH3:10])[S:38][C:34]=3[N:35]([CH3:37])[CH:36]=2)=[O:30])=[CH:25][CH:24]=1. The catalyst class is: 3. (6) Product: [C:6]([O:10][C:11]([N:13]1[CH2:18][CH:17]([CH3:19])[O:16][C:15]2[CH:20]=[C:21]([B:29]([OH:30])[OH:28])[CH:22]=[N:23][C:14]1=2)=[O:12])([CH3:9])([CH3:8])[CH3:7]. The catalyst class is: 1. Reactant: C([Li])CCC.[C:6]([O:10][C:11]([N:13]1[CH2:18][CH:17]([CH3:19])[O:16][C:15]2[CH:20]=[C:21](Br)[CH:22]=[N:23][C:14]1=2)=[O:12])([CH3:9])([CH3:8])[CH3:7].C([O:28][B:29](OC(C)C)[O:30]C(C)C)(C)C. (7) Reactant: Br[C:2]1[S:3][CH:4]=[CH:5][C:6]=1[CH3:7].[N:8]1[CH:13]=[CH:12][C:11](B(O)O)=[CH:10][CH:9]=1.C(=O)(O)[O-].[Na+]. Product: [CH3:7][C:6]1[CH:5]=[CH:4][S:3][C:2]=1[C:11]1[CH:12]=[CH:13][N:8]=[CH:9][CH:10]=1. The catalyst class is: 151. (8) Reactant: [CH3:1][N:2]([CH3:22])[C:3]1[CH:8]=[CH:7][C:6]([C:9]([C:13]2[CH:18]=[CH:17][C:16]([N:19]([CH3:21])[CH3:20])=[CH:15][CH:14]=2)=[C:10](Br)[CH3:11])=[CH:5][CH:4]=1.C1COCC1.C([Li])CCC.Cl[P:34]([CH:41]1[CH2:46][CH2:45][CH2:44][CH2:43][CH2:42]1)[CH:35]1[CH2:40][CH2:39][CH2:38][CH2:37][CH2:36]1. Product: [CH3:1][N:2]([CH3:22])[C:3]1[CH:8]=[CH:7][C:6]([C:9]([C:13]2[CH:18]=[CH:17][C:16]([N:19]([CH3:21])[CH3:20])=[CH:15][CH:14]=2)=[C:10]([P:34]([CH:41]2[CH2:42][CH2:43][CH2:44][CH2:45][CH2:46]2)[CH:35]2[CH2:40][CH2:39][CH2:38][CH2:37][CH2:36]2)[CH3:11])=[CH:5][CH:4]=1. The catalyst class is: 6.